Task: Predict the product of the given reaction.. Dataset: Forward reaction prediction with 1.9M reactions from USPTO patents (1976-2016) (1) Given the reactants CN(C(OC(C)(C)C)=O)C(CC=C)C.Br[C:16]1[CH:17]=[C:18]([O:22]C(C)C)[CH:19]=N[CH:21]=1.BrC1C=NC=C(C=1)C(O)=O.CC(O)CC=C.[C:42]1([CH3:52])[CH:47]=[CH:46][C:45]([S:48](Cl)(=[O:50])=[O:49])=[CH:44][CH:43]=1, predict the reaction product. The product is: [C:42]1([CH3:52])[CH:47]=[CH:46][C:45]([S:48]([O:22][CH:18]([CH2:17][CH:16]=[CH2:21])[CH3:19])(=[O:50])=[O:49])=[CH:44][CH:43]=1. (2) Given the reactants [C:1]([C:3]1[CH:8]=[CH:7][CH:6]=[CH:5][C:4]=1[S:9](Cl)(=[O:11])=[O:10])#[N:2].C(N(CC)CC)C.Cl.[F:21][C:22]([F:30])([F:29])[CH:23]1[CH2:28][CH2:27][NH:26][CH2:25][CH2:24]1, predict the reaction product. The product is: [F:21][C:22]([F:30])([F:29])[CH:23]1[CH2:28][CH2:27][N:26]([S:9]([C:4]2[CH:5]=[CH:6][CH:7]=[CH:8][C:3]=2[C:1]#[N:2])(=[O:11])=[O:10])[CH2:25][CH2:24]1.